From a dataset of Full USPTO retrosynthesis dataset with 1.9M reactions from patents (1976-2016). Predict the reactants needed to synthesize the given product. (1) Given the product [C:12]1([NH:18][C:19]2[S:20][CH:3]=[C:4]([C:6]3[CH:11]=[CH:10][N:9]=[CH:8][CH:7]=3)[N:21]=2)[CH:17]=[CH:16][CH:15]=[CH:14][CH:13]=1, predict the reactants needed to synthesize it. The reactants are: Br.Br[CH2:3][C:4]([C:6]1[CH:11]=[CH:10][N:9]=[CH:8][CH:7]=1)=O.[C:12]1([NH:18][C:19]([NH2:21])=[S:20])[CH:17]=[CH:16][CH:15]=[CH:14][CH:13]=1.N. (2) Given the product [Br:1][C:2]1[CH:3]=[CH:4][C:5]2[N:9]=[C:8]([O:25][CH2:24][C:23]([F:27])([F:26])[F:22])[N:7]([C:14]3[CH:19]=[CH:18][N:17]=[C:16]([NH2:20])[N:15]=3)[C:6]=2[CH:21]=1, predict the reactants needed to synthesize it. The reactants are: [Br:1][C:2]1[CH:3]=[CH:4][C:5]2[N:9]=[C:8](C(Cl)(Cl)Cl)[N:7]([C:14]3[CH:19]=[CH:18][N:17]=[C:16]([NH2:20])[N:15]=3)[C:6]=2[CH:21]=1.[F:22][C:23]([F:27])([F:26])[CH2:24][OH:25].C(=O)([O-])[O-].[Cs+].[Cs+]. (3) Given the product [Cl:20][C:19]1[C:14]([O:8][CH:3]([C:4]([F:7])([F:6])[F:5])[C:2]([F:10])([F:9])[F:1])=[N:15][CH:16]=[C:17]([N+:21]([O-:23])=[O:22])[CH:18]=1, predict the reactants needed to synthesize it. The reactants are: [F:1][C:2]([F:10])([F:9])[CH:3]([OH:8])[C:4]([F:7])([F:6])[F:5].[H-].[Na+].Cl[C:14]1[C:19]([Cl:20])=[CH:18][C:17]([N+:21]([O-:23])=[O:22])=[CH:16][N:15]=1. (4) Given the product [CH2:1]([N:8]1[CH2:13][CH2:12][N:11]([C:14]([O:16][C:17]([CH3:20])([CH3:19])[CH3:18])=[O:15])[C@H:10]([CH2:21][C:22]2[CH:27]=[CH:26][CH:25]=[CH:24][C:23]=2[C:34]2[N:30]([CH3:29])[N:31]=[CH:32][CH:33]=2)[CH2:9]1)[C:2]1[CH:7]=[CH:6][CH:5]=[CH:4][CH:3]=1, predict the reactants needed to synthesize it. The reactants are: [CH2:1]([N:8]1[CH2:13][CH2:12][N:11]([C:14]([O:16][C:17]([CH3:20])([CH3:19])[CH3:18])=[O:15])[C@H:10]([CH2:21][C:22]2[CH:27]=[CH:26][CH:25]=[CH:24][C:23]=2Br)[CH2:9]1)[C:2]1[CH:7]=[CH:6][CH:5]=[CH:4][CH:3]=1.[CH3:29][N:30]1[C:34]([Sn](CCCC)(CCCC)CCCC)=[CH:33][CH:32]=[N:31]1. (5) Given the product [ClH:23].[NH2:19][C:18]1[N:1]([C:3]2[CH:12]=[C:11]3[C:6]([CH2:7][CH2:8][NH:9][C:10]3=[O:13])=[CH:5][CH:4]=2)[N:2]=[C:16]([C:15]([CH3:22])([CH3:21])[CH3:14])[CH:17]=1, predict the reactants needed to synthesize it. The reactants are: [NH:1]([C:3]1[CH:12]=[C:11]2[C:6]([CH2:7][CH2:8][NH:9][C:10]2=[O:13])=[CH:5][CH:4]=1)[NH2:2].[CH3:14][C:15]([CH3:22])([CH3:21])[C:16](=O)[CH2:17][C:18]#[N:19].[ClH:23]. (6) Given the product [CH2:7]([N:9]1[C:19]([C:15]2[CH:14]=[C:13]([CH:18]=[CH:17][CH:16]=2)[C:11]#[N:12])=[CH:20][C:21](=[O:22])[NH:10]1)[CH3:8], predict the reactants needed to synthesize it. The reactants are: C(O)(=O)C(O)=O.[CH2:7]([NH:9][NH2:10])[CH3:8].[C:11]([C:13]1[CH:14]=[C:15]([C:19]#[C:20][C:21](OCC)=[O:22])[CH:16]=[CH:17][CH:18]=1)#[N:12].C(N(CC)CC)C.